This data is from Reaction yield outcomes from USPTO patents with 853,638 reactions. The task is: Predict the reaction yield, written as a fraction of the theoretical maximum amount of product (1.0 means a 100% yield; for example, 0.34 means a 34% yield). (1) The reactants are [CH3:1][O:2][C:3]1[CH:4]=[C:5]([CH:7]=[CH:8][C:9]=1[C:10]1[O:14][CH:13]=[N:12][CH:11]=1)[NH2:6].[CH3:15][C:16]1[S:20][C:19]([CH:21]=O)=[CH:18][CH:17]=1. No catalyst specified. The product is [CH3:21][C:19]1[S:20][C:16]([CH2:15][NH:6][C:5]2[CH:7]=[CH:8][C:9]([C:10]3[O:14][CH:13]=[N:12][CH:11]=3)=[C:3]([O:2][CH3:1])[CH:4]=2)=[CH:17][CH:18]=1. The yield is 0.740. (2) The product is [CH3:1][C:2]1[CH:3]=[CH:4][C:5]([S:8]([O:11][CH2:12][C:13]2([CH2:23][O:24][S:25]([C:28]3[CH:29]=[CH:30][C:31]([CH3:34])=[CH:32][CH:33]=3)(=[O:27])=[O:26])[CH2:18][CH2:17][C:16](=[O:19])[CH2:15][CH2:14]2)(=[O:9])=[O:10])=[CH:6][CH:7]=1. The yield is 0.870. The reactants are [CH3:1][C:2]1[CH:7]=[CH:6][C:5]([S:8]([O:11][CH2:12][C:13]2([CH2:23][O:24][S:25]([C:28]3[CH:33]=[CH:32][C:31]([CH3:34])=[CH:30][CH:29]=3)(=[O:27])=[O:26])[CH2:18][CH2:17][C:16](OC)([O:19]C)[CH2:15][CH2:14]2)(=[O:10])=[O:9])=[CH:4][CH:3]=1.Cl. The catalyst is C1COCC1. (3) The reactants are [NH2:1][CH2:2][CH2:3][C:4]1[N:5]=[C:6]([NH:9][C:10]([NH:12][C:13]2[CH:18]=[CH:17][C:16]([CH3:19])=[CH:15][C:14]=2[C:20]([CH:22]2[CH2:26][CH2:25][CH2:24][CH2:23]2)=[O:21])=[O:11])[S:7][CH:8]=1.C1(=O)[O:32][C:30](=[O:31])[CH2:29][CH2:28]1. The catalyst is C(Cl)Cl. The product is [CH:22]1([C:20]([C:14]2[CH:15]=[C:16]([CH3:19])[CH:17]=[CH:18][C:13]=2[NH:12][C:10](=[O:11])[NH:9][C:6]2[S:7][CH:8]=[C:4]([CH2:3][CH2:2][NH:1][CH2:28][CH2:29][C:30]([OH:32])=[O:31])[N:5]=2)=[O:21])[CH2:23][CH2:24][CH2:25][CH2:26]1. The yield is 0.530. (4) The reactants are Cl[CH2:2][C:3]1[CH:8]=[CH:7][C:6]([C:9]2[C:10]([NH:15][S:16]([C:19]3[CH:24]=[CH:23][CH:22]=[CH:21][C:20]=3[C:25]([F:28])([F:27])[F:26])(=[O:18])=[O:17])=[N:11][CH:12]=[CH:13][N:14]=2)=[CH:5][CH:4]=1.[CH2:29]([NH:31][C:32]1[CH:37]=[CH:36][CH:35]=[CH:34][CH:33]=1)[CH3:30]. No catalyst specified. The product is [CH2:29]([N:31]([CH2:2][C:3]1[CH:8]=[CH:7][C:6]([C:9]2[C:10]([NH:15][S:16]([C:19]3[CH:24]=[CH:23][CH:22]=[CH:21][C:20]=3[C:25]([F:28])([F:27])[F:26])(=[O:18])=[O:17])=[N:11][CH:12]=[CH:13][N:14]=2)=[CH:5][CH:4]=1)[C:32]1[CH:37]=[CH:36][CH:35]=[CH:34][CH:33]=1)[CH3:30]. The yield is 0.700. (5) The reactants are [CH2:1]([Sn](CCCC)(CCCC)C=C)[CH2:2]CC.Br[C:17]1[CH:18]=[C:19]2[C:27]([C:28]3[CH:33]=[C:32]([CH2:34][S:35]([CH3:38])(=[O:37])=[O:36])[CH:31]=[CH:30][C:29]=3[O:39][C:40]3[CH:45]=[CH:44][C:43]([F:46])=[CH:42][C:41]=3[F:47])=[CH:26][N:25]([CH3:48])[C:20]2=[C:21]([O:23][CH3:24])[N:22]=1. The catalyst is O1CCOCC1.Cl[Pd](Cl)([P](C1C=CC=CC=1)(C1C=CC=CC=1)C1C=CC=CC=1)[P](C1C=CC=CC=1)(C1C=CC=CC=1)C1C=CC=CC=1. The yield is 0.610. The product is [F:47][C:41]1[CH:42]=[C:43]([F:46])[CH:44]=[CH:45][C:40]=1[O:39][C:29]1[CH:30]=[CH:31][C:32]([CH2:34][S:35]([CH3:38])(=[O:37])=[O:36])=[CH:33][C:28]=1[C:27]1[C:19]2[C:20](=[C:21]([O:23][CH3:24])[N:22]=[C:17]([CH:1]=[CH2:2])[CH:18]=2)[N:25]([CH3:48])[CH:26]=1. (6) The reactants are S(Cl)([Cl:4])(=O)=O.[CH3:6][O:7][C:8]1[CH:9]=[CH:10][C:11]2[S:15][C:14](S)=[N:13][C:12]=2[CH:17]=1. The catalyst is C1COCC1.CCOC(C)=O. The product is [Cl:4][C:14]1[S:15][C:11]2[CH:10]=[CH:9][C:8]([O:7][CH3:6])=[CH:17][C:12]=2[N:13]=1. The yield is 0.200. (7) The product is [CH3:3][CH:4]1[CH2:8][CH2:7][CH2:6][N:5]1[CH2:9][CH2:10][CH2:11][O:12][C:13]1[CH:14]=[CH:15][C:16]([C:19]2[S:20][C:21]3[CH2:22][N:23]([CH2:29][CH2:30][OH:31])[CH2:24][CH2:25][C:26]=3[N:27]=2)=[CH:17][CH:18]=1. The yield is 0.380. The catalyst is O1CCCC1.O. The reactants are [H-].[Na+].[CH3:3][CH:4]1[CH2:8][CH2:7][CH2:6][N:5]1[CH2:9][CH2:10][CH2:11][O:12][C:13]1[CH:18]=[CH:17][C:16]([C:19]2[S:20][C:21]3[CH2:22][NH:23][CH2:24][CH2:25][C:26]=3[N:27]=2)=[CH:15][CH:14]=1.Br[CH2:29][CH2:30][OH:31].ClCCl. (8) The reactants are [CH3:1][C:2]1[N:3]=[C:4]([NH2:7])[S:5][CH:6]=1.Cl[C:9]1[CH:14]=[C:13]([O:15][CH:16]2[CH2:21][CH2:20][N:19]([C:22]([O:24][C:25]([CH3:28])([CH3:27])[CH3:26])=[O:23])[CH2:18][CH2:17]2)[CH:12]=[CH:11][N:10]=1.P([O-])([O-])([O-])=O.[K+].[K+].[K+]. The catalyst is C1(C)C=CC=CC=1.O.C1C=CC(/C=C/C(/C=C/C2C=CC=CC=2)=O)=CC=1.C1C=CC(/C=C/C(/C=C/C2C=CC=CC=2)=O)=CC=1.C1C=CC(/C=C/C(/C=C/C2C=CC=CC=2)=O)=CC=1.[Pd].[Pd].C1(P(C2C=CC=CC=2)C2C3OC4C(=CC=CC=4P(C4C=CC=CC=4)C4C=CC=CC=4)C(C)(C)C=3C=CC=2)C=CC=CC=1. The yield is 0.541. The product is [CH3:1][C:2]1[N:3]=[C:4]([NH:7][C:9]2[CH:14]=[C:13]([O:15][CH:16]3[CH2:17][CH2:18][N:19]([C:22]([O:24][C:25]([CH3:28])([CH3:27])[CH3:26])=[O:23])[CH2:20][CH2:21]3)[CH:12]=[CH:11][N:10]=2)[S:5][CH:6]=1.